Dataset: Full USPTO retrosynthesis dataset with 1.9M reactions from patents (1976-2016). Task: Predict the reactants needed to synthesize the given product. (1) Given the product [C:29]([NH:28][C:25]1[N:24]=[CH:23][C:22]([N:15]([CH2:16][CH:17]2[CH2:21][CH2:20][CH2:19][CH2:18]2)[C:13](=[O:14])[NH:12][C:10]2[S:11][C:7]([S:6][CH2:5][C:4]([OH:32])=[O:3])=[CH:8][N:9]=2)=[CH:27][CH:26]=1)(=[O:31])[CH3:30], predict the reactants needed to synthesize it. The reactants are: C([O:3][C:4](=[O:32])[CH2:5][S:6][C:7]1[S:11][C:10]([NH:12][C:13]([N:15]([C:22]2[CH:23]=[N:24][C:25]([NH:28][C:29](=[O:31])[CH3:30])=[CH:26][CH:27]=2)[CH2:16][CH:17]2[CH2:21][CH2:20][CH2:19][CH2:18]2)=[O:14])=[N:9][CH:8]=1)C.C1(N(C2C=CC(S(C)(=O)=O)=CC=2)C(=O)N(C)C2SC=C(CC(O)=O)N=2)CCCC1.C1(CNC2C=CC(NC(=O)C)=NC=2)CCCC1.C(OC(=O)CSC1SC(N)=NC=1)C. (2) Given the product [Br:7][C:8]1[C:16]2[C:11](=[CH:12][C:13]([O:17][CH2:39][CH2:1][O:4][Si:32]([C:35]([CH3:38])([CH3:37])[CH3:36])([CH3:33])[CH3:31])=[CH:14][CH:15]=2)[N:10]([C:18]([O:20][C:21]([CH3:24])([CH3:23])[CH3:22])=[O:19])[C:9]=1[C:25]([O:27][CH3:28])=[O:26], predict the reactants needed to synthesize it. The reactants are: [C:1](=[O:4])([O-])[O-].[Cs+].[Cs+].[Br:7][C:8]1[C:16]2[C:11](=[CH:12][C:13]([OH:17])=[CH:14][CH:15]=2)[N:10]([C:18]([O:20][C:21]([CH3:24])([CH3:23])[CH3:22])=[O:19])[C:9]=1[C:25]([O:27][CH3:28])=[O:26].BrC[CH2:31][Si:32]([C:35]([CH3:38])([CH3:37])[CH3:36])(C)[CH3:33].[CH3:39]N(C=O)C.